Dataset: Full USPTO retrosynthesis dataset with 1.9M reactions from patents (1976-2016). Task: Predict the reactants needed to synthesize the given product. (1) Given the product [Cl:50][C:48]1[CH:47]=[CH:46][N:45]=[C:44]([NH:51][C:52]([NH2:54])=[O:53])[CH:49]=1, predict the reactants needed to synthesize it. The reactants are: CC1(C)C2C(=C(P(C3C=CC=CC=3)C3C=CC=CC=3)C=CC=2)OC2C(P(C3C=CC=CC=3)C3C=CC=CC=3)=CC=CC1=2.Cl[C:44]1[CH:49]=[C:48]([Cl:50])[CH:47]=[CH:46][N:45]=1.[NH2:51][C:52]([NH2:54])=[O:53].CC([O-])(C)C.[Na+].O. (2) Given the product [CH:1]([C:4]1[CH:9]=[CH:8][C:7]([C:10]2[C:19]3[C:14](=[CH:15][CH:16]=[C:17]([O:20][CH2:21][C:22]#[CH:23])[CH:18]=3)[N:13]=[C:12]([C:24]3[NH:48][C:40]4[C:41]([C:45](=[O:47])[CH3:46])=[CH:42][CH:43]=[CH:44][C:39]=4[N:38]=3)[N:11]=2)=[CH:6][CH:5]=1)([CH3:3])[CH3:2], predict the reactants needed to synthesize it. The reactants are: [CH:1]([C:4]1[CH:9]=[CH:8][C:7]([C:10]2[C:19]3[C:14](=[CH:15][CH:16]=[C:17]([O:20][CH2:21][C:22]#[CH:23])[CH:18]=3)[N:13]=[C:12]([C:24](O)=O)[N:11]=2)=[CH:6][CH:5]=1)([CH3:3])[CH3:2].C(Cl)(=O)C(Cl)=O.CN(C=O)C.[NH2:38][C:39]1[C:40]([N+:48]([O-])=O)=[C:41]([C:45](=[O:47])[CH3:46])[CH:42]=[CH:43][CH:44]=1.C([O-])(O)=O.[Na+].Cl.[Cl-].[NH4+]. (3) The reactants are: [NH2:1][C:2]1[CH:7]=[CH:6][C:5]([C:8]2[CH:16]=[C:15]3[C:11]([CH2:12][N:13]([C@@H:18]([CH:23]([CH3:25])[CH3:24])[C:19]([O:21][CH3:22])=[O:20])[C:14]3=[O:17])=[CH:10][CH:9]=2)=[CH:4][CH:3]=1.[C:26]([C:28]1[CH:29]=[C:30]([N:34]=[C:35]=[O:36])[CH:31]=[CH:32][CH:33]=1)#[N:27]. Given the product [C:26]([C:28]1[CH:29]=[C:30]([NH:34][C:35](=[O:36])[NH:1][C:2]2[CH:3]=[CH:4][C:5]([C:8]3[CH:16]=[C:15]4[C:11]([CH2:12][N:13]([C@@H:18]([CH:23]([CH3:25])[CH3:24])[C:19]([O:21][CH3:22])=[O:20])[C:14]4=[O:17])=[CH:10][CH:9]=3)=[CH:6][CH:7]=2)[CH:31]=[CH:32][CH:33]=1)#[N:27], predict the reactants needed to synthesize it. (4) Given the product [Cl:27][C:9]1[C:18]([O:19][CH:20]([CH3:22])[CH3:21])=[CH:17][C:12]([C:13]([O:15][CH3:16])=[O:14])=[CH:11][C:10]=1[O:23][CH:24]([CH3:26])[CH3:25], predict the reactants needed to synthesize it. The reactants are: N(OC(C)(C)C)=O.N[C:9]1[C:18]([O:19][CH:20]([CH3:22])[CH3:21])=[CH:17][C:12]([C:13]([O:15][CH3:16])=[O:14])=[CH:11][C:10]=1[O:23][CH:24]([CH3:26])[CH3:25].[ClH:27]. (5) Given the product [CH3:48][CH:47]([CH3:49])[CH2:46][N:24]([C:22]([C:14]1[N:13]([CH2:12][CH2:11][C:9]2[N:2]=[CH:4][O:7][N:10]=2)[C:17]2[CH:18]=[CH:19][CH:20]=[CH:21][C:16]=2[N:15]=1)=[O:23])[C@H:25]1[CH2:30][C@@H:29]([C:31]([N:33]2[CH2:34][CH2:35][O:36][CH2:37][CH2:38]2)=[O:32])[CH2:28][N:27]([C:39]([O:41][C:42]([CH3:43])([CH3:44])[CH3:45])=[O:40])[CH2:26]1, predict the reactants needed to synthesize it. The reactants are: Cl.[NH2:2]O.[C:4](=[O:7])([O-])O.[Na+].[C:9]([CH2:11][CH2:12][N:13]1[C:17]2[CH:18]=[CH:19][CH:20]=[CH:21][C:16]=2[N:15]=[C:14]1[C:22]([N:24]([CH2:46][CH:47]([CH3:49])[CH3:48])[C@H:25]1[CH2:30][C@@H:29]([C:31]([N:33]2[CH2:38][CH2:37][O:36][CH2:35][CH2:34]2)=[O:32])[CH2:28][N:27]([C:39]([O:41][C:42]([CH3:45])([CH3:44])[CH3:43])=[O:40])[CH2:26]1)=[O:23])#[N:10].